Dataset: Peptide-MHC class II binding affinity with 134,281 pairs from IEDB. Task: Regression. Given a peptide amino acid sequence and an MHC pseudo amino acid sequence, predict their binding affinity value. This is MHC class II binding data. (1) The binding affinity (normalized) is 0.410. The MHC is DRB1_1001 with pseudo-sequence DRB1_1001. The peptide sequence is IIFSQNMNIKLKMPL. (2) The binding affinity (normalized) is 0.699. The MHC is DRB3_0101 with pseudo-sequence DRB3_0101. The peptide sequence is MTSLALVGAALHPFA. (3) The peptide sequence is MANSRAFALVLLFCA. The MHC is DRB1_1201 with pseudo-sequence DRB1_1201. The binding affinity (normalized) is 0.0433. (4) The peptide sequence is ETAEGGEIHELLRLQ. The MHC is HLA-DPA10201-DPB10101 with pseudo-sequence HLA-DPA10201-DPB10101. The binding affinity (normalized) is 0.527. (5) The peptide sequence is EEGKCGLNSVDSLEH. The MHC is DRB3_0101 with pseudo-sequence DRB3_0101. The binding affinity (normalized) is 0. (6) The peptide sequence is NGSQFFLCTAKTAWL. The MHC is DRB1_1101 with pseudo-sequence DRB1_1101. The binding affinity (normalized) is 0.573. (7) The peptide sequence is SGAGWSGMAEATSLD. The MHC is HLA-DQA10501-DQB10201 with pseudo-sequence HLA-DQA10501-DQB10201. The binding affinity (normalized) is 0.578.